From a dataset of Reaction yield outcomes from USPTO patents with 853,638 reactions. Predict the reaction yield, written as a fraction of the theoretical maximum amount of product (1.0 means a 100% yield; for example, 0.34 means a 34% yield). (1) The reactants are Br[C:2]1[CH:14]=[CH:13][C:5]([CH2:6][N:7]2[CH2:12][CH2:11][O:10][CH2:9][CH2:8]2)=[CH:4][CH:3]=1.C(OC([N:22]1[CH2:27][CH2:26][NH:25][CH2:24][CH2:23]1)=O)(C)(C)C.CC(C)([O-])C.[Na+]. The catalyst is C1C=CC(/C=C/C(/C=C/C2C=CC=CC=2)=O)=CC=1.C1C=CC(/C=C/C(/C=C/C2C=CC=CC=2)=O)=CC=1.C1C=CC(/C=C/C(/C=C/C2C=CC=CC=2)=O)=CC=1.[Pd].[Pd].C(P(C(C)(C)C)C1C=CC=CC=1C1C=CC=CC=1)(C)(C)C.C1(C)C=CC=CC=1. The product is [N:22]1([C:2]2[CH:14]=[CH:13][C:5]([CH2:6][N:7]3[CH2:12][CH2:11][O:10][CH2:9][CH2:8]3)=[CH:4][CH:3]=2)[CH2:27][CH2:26][NH:25][CH2:24][CH2:23]1. The yield is 0.510. (2) The reactants are Cl[C:2]1[CH:3]=[CH:4][C:5]2[O:21][CH2:20][N:8]3[C:9]4[CH:10]=[CH:11][CH:12]=[C:13]([C:16]([O:18][CH3:19])=[O:17])[C:14]=4[CH:15]=[C:7]3[C:6]=2[N:22]=1.[F:23][C:24]1[CH:29]=[CH:28][C:27]([C:30]2[O:31][C:32]3[CH:42]=[C:41]([N:43]([CH3:48])[S:44]([CH3:47])(=[O:46])=[O:45])[C:40](B4OC(C)(C)C(C)(C)O4)=[CH:39][C:33]=3[C:34]=2[C:35]([NH:37][CH3:38])=[O:36])=[CH:26][CH:25]=1.CC(C1C=C(C(C)C)C(C2C=CC=CC=2P(C2CCCCC2)C2CCCCC2)=C(C(C)C)C=1)C.[O-]P([O-])([O-])=O.[K+].[K+].[K+]. The catalyst is O1CCOCC1.C1C=CC(/C=C/C(/C=C/C2C=CC=CC=2)=O)=CC=1.C1C=CC(/C=C/C(/C=C/C2C=CC=CC=2)=O)=CC=1.C1C=CC(/C=C/C(/C=C/C2C=CC=CC=2)=O)=CC=1.[Pd].[Pd]. The product is [F:23][C:24]1[CH:29]=[CH:28][C:27]([C:30]2[O:31][C:32]3[CH:42]=[C:41]([N:43]([CH3:48])[S:44]([CH3:47])(=[O:45])=[O:46])[C:40]([C:2]4[CH:3]=[CH:4][C:5]5[O:21][CH2:20][N:8]6[C:9]7[CH:10]=[CH:11][CH:12]=[C:13]([C:16]([O:18][CH3:19])=[O:17])[C:14]=7[CH:15]=[C:7]6[C:6]=5[N:22]=4)=[CH:39][C:33]=3[C:34]=2[C:35](=[O:36])[NH:37][CH3:38])=[CH:26][CH:25]=1. The yield is 0.840. (3) The reactants are [CH3:1][N:2]1[CH:6]=[CH:5][N:4]=[C:3]1[C:7]([OH:9])=O.CN(C)C=O.C(Cl)(=O)C(Cl)=O.[NH2:21][C:22]1[CH:23]=[C:24]([CH:41]=[CH:42][CH:43]=1)[O:25][C:26]1[CH:27]=[CH:28][C:29]2[N:30]([CH:32]=[C:33]([NH:35][C:36]([CH:38]3[CH2:40][CH2:39]3)=[O:37])[N:34]=2)[N:31]=1. The catalyst is CN(C)C(=O)C.O1CCCC1. The product is [CH:38]1([C:36]([NH:35][C:33]2[N:34]=[C:29]3[CH:28]=[CH:27][C:26]([O:25][C:24]4[CH:23]=[C:22]([NH:21][C:7]([C:3]5[N:2]([CH3:1])[CH:6]=[CH:5][N:4]=5)=[O:9])[CH:43]=[CH:42][CH:41]=4)=[N:31][N:30]3[CH:32]=2)=[O:37])[CH2:39][CH2:40]1. The yield is 0.470. (4) The reactants are [Cl:1][C:2]1[CH:3]=[C:4](B2OC(C)(C)C(C)(C)O2)[CH:5]=[C:6]([Cl:14])[C:7]=1[O:8][CH2:9][C:10]([F:13])([F:12])[F:11].Br[C:25]([C:27]([F:30])([F:29])[F:28])=[CH2:26].C([O-])([O-])=O.[K+].[K+]. The catalyst is C1COCC1.O.Cl[Pd](Cl)([P](C1C=CC=CC=1)(C1C=CC=CC=1)C1C=CC=CC=1)[P](C1C=CC=CC=1)(C1C=CC=CC=1)C1C=CC=CC=1. The product is [Cl:14][C:6]1[CH:5]=[C:4]([C:25]([C:27]([F:30])([F:29])[F:28])=[CH2:26])[CH:3]=[C:2]([Cl:1])[C:7]=1[O:8][CH2:9][C:10]([F:11])([F:12])[F:13]. The yield is 0.740. (5) The reactants are [Cl:1][C:2]1[C:7]([N+:8]([O-:10])=[O:9])=[CH:6][CH:5]=[C:4]([Cl:11])[C:3]=1[S:12](Cl)(=[O:14])=[O:13].[CH:16]([NH2:19])([CH3:18])[CH3:17].C(N(CC)CC)C. No catalyst specified. The product is [CH:16]([NH:19][S:12]([C:3]1[C:4]([Cl:11])=[CH:5][CH:6]=[C:7]([N+:8]([O-:10])=[O:9])[C:2]=1[Cl:1])(=[O:14])=[O:13])([CH3:18])[CH3:17]. The yield is 0.810. (6) The reactants are [Br:1][C:2]1[CH:6]=[N:5][N:4]([CH3:7])[C:3]=1[C:8]1[CH:9]=[C:10]([NH2:23])[CH:11]=[CH:12][C:13]=1[O:14][CH2:15][CH2:16][N:17]1[CH2:22][CH2:21][CH2:20][CH2:19][CH2:18]1.Cl[C:25]1[O:26][C:27]2[CH:33]=[CH:32][CH:31]=[CH:30][C:28]=2[N:29]=1.CCN(C(C)C)C(C)C. The catalyst is C(O)(C)C. The product is [O:26]1[C:27]2[CH:33]=[CH:32][CH:31]=[CH:30][C:28]=2[N:29]=[C:25]1[NH:23][C:10]1[CH:11]=[CH:12][C:13]([O:14][CH2:15][CH2:16][N:17]2[CH2:18][CH2:19][CH2:20][CH2:21][CH2:22]2)=[C:8]([C:3]2[N:4]([CH3:7])[N:5]=[CH:6][C:2]=2[Br:1])[CH:9]=1. The yield is 0.184. (7) The reactants are [Cl:1][C:2]1[CH:7]=[CH:6][C:5]([CH2:8][CH2:9][C:10](=O)[CH2:11][F:12])=[CH:4][CH:3]=1.N1C=CC=CC=1.Cl.[CH3:21][O:22][NH2:23]. The catalyst is CO.Cl. The product is [CH3:21][O:22][N:23]=[C:10]([CH2:9][CH2:8][C:5]1[CH:6]=[CH:7][C:2]([Cl:1])=[CH:3][CH:4]=1)[CH2:11][F:12]. The yield is 0.940.